This data is from Full USPTO retrosynthesis dataset with 1.9M reactions from patents (1976-2016). The task is: Predict the reactants needed to synthesize the given product. (1) Given the product [C:1]([O:9][CH2:21][CH3:22])(=[O:8])[C:2]1[CH:7]=[CH:6][N:5]=[CH:4][CH:3]=1, predict the reactants needed to synthesize it. The reactants are: [C:1]([OH:9])(=[O:8])[C:2]1[CH:7]=[CH:6][N:5]=[CH:4][CH:3]=1.S(=O)(=O)(O)O.O.C([O-])(O)=O.[Na+].[CH3:21][CH2:22]O. (2) Given the product [Cl:1][C:2]1[CH:11]=[CH:10][CH:9]=[C:8]2[C:3]=1[C:4](=[O:37])[N:5]([CH2:32][CH2:33][CH2:34][N:35]([CH3:36])[CH2:46][C:45]([F:56])([F:55])[F:44])[C:6]([C@@H:12]([NH:14][C:15](=[O:31])[O:16][CH2:17][CH:18]1[C:19]3[CH:20]=[CH:21][CH:22]=[CH:23][C:24]=3[C:25]3[C:30]1=[CH:29][CH:28]=[CH:27][CH:26]=3)[CH3:13])=[N:7]2, predict the reactants needed to synthesize it. The reactants are: [Cl:1][C:2]1[CH:11]=[CH:10][CH:9]=[C:8]2[C:3]=1[C:4](=[O:37])[N:5]([CH2:32][CH2:33][CH2:34][NH:35][CH3:36])[C:6]([C@@H:12]([NH:14][C:15](=[O:31])[O:16][CH2:17][CH:18]1[C:30]3[CH:29]=[CH:28][CH:27]=[CH:26][C:25]=3[C:24]3[C:19]1=[CH:20][CH:21]=[CH:22][CH:23]=3)[CH3:13])=[N:7]2.C(=O)([O-])[O-].[K+].[K+].[F:44][C:45]([F:56])([F:55])[CH2:46]OS(C(F)(F)F)(=O)=O. (3) Given the product [NH2:25][CH:15]1[CH:16]([C:18]2[CH:19]=[C:20]([CH3:24])[CH:21]=[CH:22][CH:23]=2)[CH2:17][N:6]2[CH2:5][CH2:4][C:3]3[C:2]([OH:1])=[C:11]([O:12][CH3:13])[CH:10]=[CH:9][C:8]=3[CH:7]2[CH2:14]1, predict the reactants needed to synthesize it. The reactants are: [OH:1][C:2]1[C:11]([O:12][CH3:13])=[CH:10][CH:9]=[C:8]2[C:3]=1[CH2:4][CH2:5][N:6]1[CH2:17][CH:16]([C:18]3[CH:19]=[C:20]([CH3:24])[CH:21]=[CH:22][CH:23]=3)[C:15](=[N:25]O)[CH2:14][CH:7]12.O1CCOCC1.[NH4+].[OH-]. (4) The reactants are: O.O.[Sn](Cl)Cl.[I:6][C:7]1[CH:15]=[CH:14][C:13]([N+:16]([O-])=O)=[CH:12][C:8]=1[C:9]([NH2:11])=[O:10]. Given the product [NH2:16][C:13]1[CH:14]=[CH:15][C:7]([I:6])=[C:8]([CH:12]=1)[C:9]([NH2:11])=[O:10], predict the reactants needed to synthesize it. (5) Given the product [NH:1]1[C:9]2[C:4](=[CH:5][C:6]([NH:10][C:11]3[S:12][CH:15]=[C:16]([C:17]([OH:19])=[O:18])[N:13]=3)=[CH:7][CH:8]=2)[CH:3]=[CH:2]1, predict the reactants needed to synthesize it. The reactants are: [NH:1]1[C:9]2[C:4](=[CH:5][C:6]([NH:10][C:11]([NH2:13])=[S:12])=[CH:7][CH:8]=2)[CH:3]=[CH:2]1.Br[CH2:15][C:16](=O)[C:17]([O:19]CC)=[O:18]. (6) The reactants are: C[O:2][C:3]([C:5]1([NH:12][C:13](=[O:33])[C:14]2[CH:19]=[CH:18][C:17]([C:20](=O)[CH3:21])=[C:16]([O:23][CH2:24][CH2:25][C:26]3[CH:27]=[C:28]([CH3:32])[CH:29]=[CH:30][CH:31]=3)[CH:15]=2)[CH2:11][CH2:10][CH2:9][CH2:8][CH2:7][CH2:6]1)=[O:4].[BH4-].[Na+].C(N(S(F)(F)[F:42])CC)C. Given the product [F:42][CH:20]([C:17]1[CH:18]=[CH:19][C:14]([C:13]([NH:12][C:5]2([C:3]([OH:2])=[O:4])[CH2:11][CH2:10][CH2:9][CH2:8][CH2:7][CH2:6]2)=[O:33])=[CH:15][C:16]=1[O:23][CH2:24][CH2:25][C:26]1[CH:27]=[C:28]([CH3:32])[CH:29]=[CH:30][CH:31]=1)[CH3:21], predict the reactants needed to synthesize it. (7) The reactants are: [Cl:1][C:2]1[N:3]=[CH:4][NH:5][C:6]=1[Cl:7].[OH-:8].[K+].[Br:10][CH2:11][C:12]1[CH:22]=[CH:21][C:15]([O:16][CH2:17][C:18]([OH:20])=[O:19])=[CH:14][CH:13]=1. Given the product [Br-:10].[C:18]([CH2:17][O:16][C:15]1[CH:21]=[CH:22][C:12]([CH2:11][N:3]2[C:2]([Cl:1])=[C:6]([Cl:7])[N+:5]([CH2:11][C:12]3[CH:22]=[CH:21][C:15]([O:8][CH2:17][C:18]([OH:20])=[O:19])=[CH:14][CH:13]=3)=[CH:4]2)=[CH:13][CH:14]=1)([OH:20])=[O:19], predict the reactants needed to synthesize it.